Dataset: Catalyst prediction with 721,799 reactions and 888 catalyst types from USPTO. Task: Predict which catalyst facilitates the given reaction. (1) Reactant: [CH2:1]([O:8][C:9]1[CH:14]=[CH:13][C:12](Br)=[CH:11][C:10]=1[O:16][CH3:17])[C:2]1[CH:7]=[CH:6][CH:5]=[CH:4][CH:3]=1.[NH:18]1[CH2:23][CH2:22][O:21][CH2:20][CH2:19]1.C1C=CC(P(C2C(C3C(P(C4C=CC=CC=4)C4C=CC=CC=4)=CC=C4C=3C=CC=C4)=C3C(C=CC=C3)=CC=2)C2C=CC=CC=2)=CC=1.CC(C)([O-])C.[Na+].C(=O)([O-])O.[Na+]. Product: [CH2:1]([O:8][C:9]1[CH:14]=[CH:13][C:12]([N:18]2[CH2:23][CH2:22][O:21][CH2:20][CH2:19]2)=[CH:11][C:10]=1[O:16][CH3:17])[C:2]1[CH:7]=[CH:6][CH:5]=[CH:4][CH:3]=1. The catalyst class is: 187. (2) Reactant: C(O[BH-](OC(=O)C)OC(=O)C)(=O)C.[Na+].[C:15]([O:19][C:20](=[O:27])[NH:21][C:22]([CH3:26])([CH3:25])[CH:23]=O)([CH3:18])([CH3:17])[CH3:16].[CH3:28][C:29]1[CH:35]=[CH:34][CH:33]=[CH:32][C:30]=1[NH2:31].C(O)(=O)C.C(=O)(O)[O-].[Na+]. Product: [C:15]([O:19][C:20](=[O:27])[NH:21][C:22]([CH3:26])([CH3:25])[CH2:23][NH:31][C:30]1[CH:32]=[CH:33][CH:34]=[CH:35][C:29]=1[CH3:28])([CH3:18])([CH3:17])[CH3:16]. The catalyst class is: 2. (3) Reactant: [N:1]1[CH:6]=[CH:5][C:4]([OH:7])=[CH:3][CH:2]=1.F[C:9]1[CH:14]=[CH:13][C:12]([N+:15]([O-:17])=[O:16])=[CH:11][CH:10]=1.C([O-])([O-])=O.[Cs+].[Cs+].O. Product: [N+:15]([C:12]1[CH:13]=[CH:14][C:9]([N:1]2[CH:6]=[CH:5][C:4](=[O:7])[CH:3]=[CH:2]2)=[CH:10][CH:11]=1)([O-:17])=[O:16]. The catalyst class is: 3. (4) The catalyst class is: 532. Reactant: C(OC([N:7]1[C:13]2[CH:14]=[C:15]([O:20][CH3:21])[C:16]([O:18][CH3:19])=[CH:17][C:12]=2[C:11](=[O:22])[N:10]2[CH:23]=[C:24]([CH2:26][C:27]([O:29][CH3:30])=[O:28])[CH2:25][C@H:9]2[C@@H:8]1O)=O)C=C.C1(P(C2C=CC=CC=2)C2C=CC=CC=2)C=CC=CC=1.N1CCCC1.C(Cl)(Cl)Cl.CO. Product: [CH3:19][O:18][C:16]1[C:15]([O:20][CH3:21])=[CH:14][C:13]2[N:7]=[CH:8][C@@H:9]3[CH2:25][CH:24]([CH2:26][C:27]([O:29][CH3:30])=[O:28])[CH2:23][N:10]3[C:11](=[O:22])[C:12]=2[CH:17]=1. (5) Reactant: N[C:2]1[CH:10]=[CH:9][CH:8]=[CH:7][C:3]=1[C:4]([NH2:6])=[O:5].[N:11]1C=CC=CC=1.[F:17][C:18]1[CH:26]=[CH:25][CH:24]=[CH:23][C:19]=1[C:20](Cl)=[O:21].Cl. Product: [F:17][C:18]1[CH:26]=[CH:25][CH:24]=[CH:23][C:19]=1[C:20]([C:2]1[C:10]([NH2:11])=[CH:9][CH:8]=[CH:7][C:3]=1[C:4]([NH2:6])=[O:5])=[O:21]. The catalyst class is: 22. (6) Product: [CH3:2][C:3]1[C:4]([C:9]2[CH:10]=[N:11][CH:12]=[CH:13][CH:14]=2)=[N:5][CH:6]=[CH:7][CH:8]=1. Reactant: O[CH2:2][C:3]1[C:4]([C:9]2[CH:10]=[N:11][CH:12]=[CH:13][CH:14]=2)=[N:5][CH:6]=[CH:7][CH:8]=1.Cl.O1CCOCC1. The catalyst class is: 43.